This data is from Catalyst prediction with 721,799 reactions and 888 catalyst types from USPTO. The task is: Predict which catalyst facilitates the given reaction. (1) Reactant: [Cl:1][C:2]1[CH:3]=[C:4]2[C:9](=[CH:10][C:11]=1[C:12]([N:14]1[CH2:18][CH2:17][CH2:16][CH2:15]1)=[O:13])[N:8]=[CH:7][N:6]=[C:5]2[NH:19][CH:20]([C:26]1[N:30](C(OC(C)(C)C)=O)[C:29]2[CH:38]=[CH:39][C:40]([Cl:42])=[CH:41][C:28]=2[N:27]=1)[CH2:21][CH2:22][C:23](O)=[O:24].[CH3:43][NH:44][C:45](=[O:49])[CH2:46][NH:47][CH3:48].CN(C(ON1N=NC2C=CC=CC1=2)=[N+](C)C)C.[B-](F)(F)(F)F.FC(F)(F)C(O)=O. Product: [Cl:1][C:2]1[CH:3]=[C:4]2[C:9](=[CH:10][C:11]=1[C:12]([N:14]1[CH2:18][CH2:17][CH2:16][CH2:15]1)=[O:13])[N:8]=[CH:7][N:6]=[C:5]2[NH:19][CH:20]([C:26]1[NH:30][C:29]2[CH:38]=[CH:39][C:40]([Cl:42])=[CH:41][C:28]=2[N:27]=1)[CH2:21][CH2:22][C:23]([N:47]([CH2:46][C:45]([NH:44][CH3:43])=[O:49])[CH3:48])=[O:24]. The catalyst class is: 783. (2) Reactant: [CH2:1]([O:3][C:4]([C@@:6]1([CH3:12])[CH2:11][CH2:10][CH2:9][NH:8][CH2:7]1)=[O:5])[CH3:2].C(=O)([O-])[O-].[K+].[K+].F[C:20]1[CH:25]=[CH:24][C:23]([N+:26]([O-:28])=[O:27])=[C:22]([O:29][CH3:30])[CH:21]=1.O. Product: [CH2:1]([O:3][C:4]([C@@:6]1([CH3:12])[CH2:11][CH2:10][CH2:9][N:8]([C:20]2[CH:25]=[CH:24][C:23]([N+:26]([O-:28])=[O:27])=[C:22]([O:29][CH3:30])[CH:21]=2)[CH2:7]1)=[O:5])[CH3:2]. The catalyst class is: 9.